From a dataset of Forward reaction prediction with 1.9M reactions from USPTO patents (1976-2016). Predict the product of the given reaction. (1) Given the reactants [O:1]=[C:2]([N:9]([N:16]1[CH2:20][CH2:19][CH2:18][C:17]1=O)[C:10]1[CH:15]=[CH:14][CH:13]=[CH:12][CH:11]=1)[CH2:3][C:4]([O:6][CH2:7][CH3:8])=[O:5], predict the reaction product. The product is: [O:1]=[C:2]1[N:9]([C:10]2[CH:15]=[CH:14][CH:13]=[CH:12][CH:11]=2)[N:16]2[CH2:20][CH2:19][CH2:18][C:17]2=[C:3]1[C:4]([O:6][CH2:7][CH3:8])=[O:5]. (2) Given the reactants C(N1C=CN=C1)(N1C=CN=C1)=O.C(OC([NH:20][CH2:21][CH2:22][CH2:23][N:24]1[C:28]2[CH:29]=[C:30]([C:33](O)=[O:34])[CH:31]=[CH:32][C:27]=2[N:26]=[C:25]1[NH:36][C:37]1[CH:42]=[C:41]([O:43][CH3:44])[C:40]([O:45][CH3:46])=[C:39]([O:47][CH3:48])[CH:38]=1)=O)(C)(C)C.[NH:49]1[CH2:54][CH2:53][CH2:52][CH2:51][CH2:50]1.[ClH:55], predict the reaction product. The product is: [ClH:55].[ClH:55].[NH2:20][CH2:21][CH2:22][CH2:23][N:24]1[C:28]2[CH:29]=[C:30]([C:33]([N:49]3[CH2:54][CH2:53][CH2:52][CH2:51][CH2:50]3)=[O:34])[CH:31]=[CH:32][C:27]=2[N:26]=[C:25]1[NH:36][C:37]1[CH:42]=[C:41]([O:43][CH3:44])[C:40]([O:45][CH3:46])=[C:39]([O:47][CH3:48])[CH:38]=1. (3) Given the reactants [Br:1][C:2]1[CH:27]=[CH:26][C:5]2[C:6](=[O:25])[N:7]([CH2:9][C:10]([N:12]3[CH2:17][CH2:16][N:15](C(OC(C)(C)C)=O)[CH2:14][CH2:13]3)=[O:11])[S:8][C:4]=2[CH:3]=1.C(O)(C(F)(F)F)=O, predict the reaction product. The product is: [Br:1][C:2]1[CH:27]=[CH:26][C:5]2[C:6](=[O:25])[N:7]([CH2:9][C:10](=[O:11])[N:12]3[CH2:17][CH2:16][NH:15][CH2:14][CH2:13]3)[S:8][C:4]=2[CH:3]=1.